This data is from Full USPTO retrosynthesis dataset with 1.9M reactions from patents (1976-2016). The task is: Predict the reactants needed to synthesize the given product. Given the product [CH:1]1([C:7]2[CH:8]=[C:9]3[C:14](=[N:15][CH:16]=2)[N:13]([CH3:17])[C:12](=[O:18])[C:11]([C:19](=[O:26])[CH2:20][CH2:21][C:22]([OH:24])=[O:23])=[C:10]3[OH:27])[CH2:2][CH2:3][CH2:4][CH2:5][CH2:6]1, predict the reactants needed to synthesize it. The reactants are: [CH:1]1([C:7]2[CH:8]=[C:9]3[C:14](=[N:15][CH:16]=2)[N:13]([CH3:17])[C:12](=[O:18])[C:11]([C:19](=[O:26])[CH2:20][CH2:21][C:22]([O:24]C)=[O:23])=[C:10]3[OH:27])[CH2:6][CH2:5][CH2:4][CH2:3][CH2:2]1.[H][H].C(OCC)(=O)C.